This data is from Catalyst prediction with 721,799 reactions and 888 catalyst types from USPTO. The task is: Predict which catalyst facilitates the given reaction. (1) Reactant: [Br:1][C:2]1[CH:3]=[C:4]([OH:8])[CH:5]=[N:6][CH:7]=1.P([O-])([O-])([O-])=O.[K+].[K+].[K+].[N:17]1([S:23](Cl)(=[O:25])=[O:24])[CH2:22][CH2:21][O:20][CH2:19][CH2:18]1.C([O-])(O)=O.[Na+]. Product: [Br:1][C:2]1[CH:3]=[C:4]([O:8][S:23]([N:17]2[CH2:22][CH2:21][O:20][CH2:19][CH2:18]2)(=[O:25])=[O:24])[CH:5]=[N:6][CH:7]=1. The catalyst class is: 283. (2) Reactant: C(N(CC)CC)C.[CH3:8][O:9][C:10]([C:12]1[CH:13]=[CH:14][N:15]2[C:20]=1[C:19](=[O:21])[N:18]([CH2:22][C:23]1[CH:28]=[CH:27][CH:26]=[CH:25][CH:24]=1)[C:17]([CH:29]([NH:32][CH2:33][CH2:34][CH2:35][NH:36][C:37]([O:39][C:40]([CH3:43])([CH3:42])[CH3:41])=[O:38])[CH2:30][CH3:31])=[N:16]2)=[O:11].[CH3:44][C:45]1[CH:53]=[CH:52][C:48]([C:49](Cl)=[O:50])=[CH:47][CH:46]=1. Product: [CH3:8][O:9][C:10]([C:12]1[CH:13]=[CH:14][N:15]2[C:20]=1[C:19](=[O:21])[N:18]([CH2:22][C:23]1[CH:28]=[CH:27][CH:26]=[CH:25][CH:24]=1)[C:17]([CH:29]([N:32]([CH2:33][CH2:34][CH2:35][NH:36][C:37]([O:39][C:40]([CH3:42])([CH3:41])[CH3:43])=[O:38])[C:49](=[O:50])[C:48]1[CH:52]=[CH:53][C:45]([CH3:44])=[CH:46][CH:47]=1)[CH2:30][CH3:31])=[N:16]2)=[O:11]. The catalyst class is: 2. (3) Reactant: [F:1][C:2]1[C:3]([CH3:33])=[C:4]([N:8]2[C:12]([S:13]([C:16]3[CH:17]=[N:18][C:19](C)=[CH:20][CH:21]=3)(=[O:15])=[O:14])=[CH:11][C:10]([CH2:23][N:24]([CH3:32])[C:25](=[O:31])[O:26][C:27]([CH3:30])([CH3:29])[CH3:28])=[N:9]2)[CH:5]=[CH:6][CH:7]=1.C(N(CC)CC)C. Product: [F:1][C:2]1[C:3]([CH3:33])=[C:4]([N:8]2[C:12]([S:13]([C:16]3[CH:17]=[N:18][CH:19]=[CH:20][CH:21]=3)(=[O:15])=[O:14])=[CH:11][C:10]([CH2:23][N:24]([CH3:32])[C:25](=[O:31])[O:26][C:27]([CH3:28])([CH3:29])[CH3:30])=[N:9]2)[CH:5]=[CH:6][CH:7]=1. The catalyst class is: 8. (4) Reactant: [C:1]([O:5][C:6]([NH:8][C@@H:9]([CH2:12][C:13]1[CH:18]=[CH:17][CH:16]=[CH:15][CH:14]=1)[CH:10]=O)=[O:7])([CH3:4])([CH3:3])[CH3:2].[C:19]([CH:24]=P(C1C=CC=CC=1)(C1C=CC=CC=1)C1C=CC=CC=1)([O:21][CH2:22][CH3:23])=[O:20]. Product: [C:1]([O:5][C:6]([NH:8][C@@H:9]([CH2:12][C:13]1[CH:18]=[CH:17][CH:16]=[CH:15][CH:14]=1)/[CH:10]=[CH:24]/[C:19]([O:21][CH2:22][CH3:23])=[O:20])=[O:7])([CH3:4])([CH3:3])[CH3:2]. The catalyst class is: 11.